This data is from Catalyst prediction with 721,799 reactions and 888 catalyst types from USPTO. The task is: Predict which catalyst facilitates the given reaction. (1) The catalyst class is: 7. Product: [F:24][C:2]([F:1])([F:25])[CH2:3][N:4]1[C:8]([CH2:9][CH2:10][OH:11])=[CH:7][C:6]([C:13]2[CH:14]=[CH:15][C:16]([O:19][C:20]([F:23])([F:21])[F:22])=[CH:17][CH:18]=2)=[N:5]1. Reactant: [F:1][C:2]([F:25])([F:24])[CH2:3][N:4]1[C:8]([CH2:9][C:10](O)=[O:11])=[CH:7][C:6]([C:13]2[CH:18]=[CH:17][C:16]([O:19][C:20]([F:23])([F:22])[F:21])=[CH:15][CH:14]=2)=[N:5]1. (2) Reactant: [Cl:1][C:2]1[CH:7]=[C:6]([NH:8][C:9]2[C:14]([C:15]3[N:23]=[C:22]([CH3:24])[N:21]=[C:20]4[C:16]=3[N:17]=[CH:18][N:19]4C3CCCCO3)=[CH:13][CH:12]=[CH:11][N:10]=2)[CH:5]=[CH:4][C:3]=1[NH:31][C:32](=[O:34])[CH3:33].FC(F)(F)C(O)=O. Product: [Cl:1][C:2]1[CH:7]=[C:6]([NH:8][C:9]2[C:14]([C:15]3[N:23]=[C:22]([CH3:24])[N:21]=[C:20]4[C:16]=3[N:17]=[CH:18][NH:19]4)=[CH:13][CH:12]=[CH:11][N:10]=2)[CH:5]=[CH:4][C:3]=1[NH:31][C:32](=[O:34])[CH3:33]. The catalyst class is: 2. (3) Reactant: Br[C:2]1[CH:3]=[C:4]2[C:9](=[CH:10][CH:11]=1)[N:8]=[CH:7][N:6]=[C:5]2[N:12]1[CH2:17][CH2:16][O:15][CH2:14][CH2:13]1.B1(B2OC(C)(C)C(C)(C)O2)OC(C)(C)C(C)(C)O1.[C:36]([O-:39])(=[O:38])[CH3:37].[K+].Br[C:42]1[CH:43]=[C:44]([NH:48][S:49]([CH2:52][CH2:53][N:54]2C(=O)C3[C:56](=[CH:57][CH:58]=[CH:59][CH:60]=3)[C:55]2=[O:64])(=[O:51])=[O:50])[CH:45]=[N:46][CH:47]=1.C(=O)([O-])[O-].[K+].[K+].Cl. The catalyst class is: 38. Product: [N:12]1([C:5]2[C:4]3[C:9](=[CH:10][CH:11]=[C:2]([C:42]4[CH:43]=[C:44]([NH:48][S:49]([CH2:52][CH2:53][NH:54][C:55]([C:56]5[CH:57]=[CH:58][CH:59]=[CH:60][C:37]=5[C:36]([OH:39])=[O:38])=[O:64])(=[O:50])=[O:51])[CH:45]=[N:46][CH:47]=4)[CH:3]=3)[N:8]=[CH:7][N:6]=2)[CH2:17][CH2:16][O:15][CH2:14][CH2:13]1. (4) Reactant: [F:1][C:2]1[CH:10]=[C:9]([O:11][CH2:12][CH2:13][CH:14]=[C:15]([CH3:17])[CH3:16])[C:5]([C:6]([NH2:8])=[O:7])=[C:4]([NH:18][C:19]2[CH:24]=[CH:23][C:22]([I:25])=[CH:21][C:20]=2[F:26])[CH:3]=1.[OH2:27].CC(C)=[O:30]. Product: [OH:27][CH:14]([C:15]([OH:30])([CH3:17])[CH3:16])[CH2:13][CH2:12][O:11][C:9]1[CH:10]=[C:2]([F:1])[CH:3]=[C:4]([NH:18][C:19]2[CH:24]=[CH:23][C:22]([I:25])=[CH:21][C:20]=2[F:26])[C:5]=1[C:6]([NH2:8])=[O:7]. The catalyst class is: 771. (5) Reactant: C([N:8]1[C@@H:13]([CH3:14])[CH2:12][C:11](=[O:15])[CH2:10][C@@H:9]1[CH3:16])C1C=CC=CC=1. Product: [CH3:16][C@H:9]1[CH2:10][C:11](=[O:15])[CH2:12][C@H:13]([CH3:14])[NH:8]1. The catalyst class is: 50. (6) Reactant: C([NH:8][S:9]([C:12]1[C:20]2[C:15](=[CH:16][CH:17]=[CH:18][CH:19]=2)[NH:14][CH:13]=1)(=[O:11])=[O:10])(OC(C)(C)C)=O.[Na+].[I-].C[Si](Cl)(C)C.O. The catalyst class is: 23. Product: [NH:14]1[C:15]2[C:20](=[CH:19][CH:18]=[CH:17][CH:16]=2)[C:12]([S:9]([NH2:8])(=[O:11])=[O:10])=[CH:13]1.